Dataset: Catalyst prediction with 721,799 reactions and 888 catalyst types from USPTO. Task: Predict which catalyst facilitates the given reaction. (1) Product: [C:30]([O:18][CH2:17][CH2:16][C@@H:15]1[C@@H:7]([O:6][C:1](=[O:5])[CH:2]([CH3:4])[CH3:3])[C@H:8]([CH3:29])[O:9][C:10](=[O:28])[C@@H:11]([NH:20][C:21]([O:23][C:24]([CH3:26])([CH3:25])[CH3:27])=[O:22])[CH2:12][O:13][C:14]1=[O:19])(=[O:37])[C:31]1[CH:36]=[CH:35][CH:34]=[CH:33][CH:32]=1. The catalyst class is: 298. Reactant: [C:1]([O:6][C@@H:7]1[C@@H:15]([CH2:16][CH2:17][OH:18])[C:14](=[O:19])[O:13][CH2:12][C@H:11]([NH:20][C:21]([O:23][C:24]([CH3:27])([CH3:26])[CH3:25])=[O:22])[C:10](=[O:28])[O:9][C@H:8]1[CH3:29])(=[O:5])[CH:2]([CH3:4])[CH3:3].[C:30](Cl)(=[O:37])[C:31]1[CH:36]=[CH:35][CH:34]=[CH:33][CH:32]=1. (2) Reactant: [Cl:1][C:2]1[CH:7]=[CH:6][C:5]([C:8]2[N:12]3[CH:13]=[C:14]([C:17]4[CH:25]=[CH:24][C:20]([C:21](O)=[O:22])=[CH:19][CH:18]=4)[CH:15]=[CH:16][C:11]3=[N:10][CH:9]=2)=[CH:4][CH:3]=1.[CH3:26]N(C(ON1N=NC2C=CC=NC1=2)=[N+](C)C)C.F[P-](F)(F)(F)(F)F.CN1CCOCC1.[NH:57]1[CH2:62][CH2:61][CH:60]([NH:63][C:64](=[O:70])[O:65][C:66]([CH3:69])([CH3:68])[CH3:67])[CH2:59][CH2:58]1. Product: [Cl:1][C:2]1[CH:7]=[CH:6][C:5]([C:8]2[N:12]3[CH:13]=[C:14]([C:17]4[CH:25]=[CH:24][C:20]([C:21]([N:57]5[CH2:58][CH2:59][C:60]([NH:63][C:64](=[O:70])[O:65][C:66]([CH3:67])([CH3:69])[CH3:68])([CH3:26])[CH2:61][CH2:62]5)=[O:22])=[CH:19][CH:18]=4)[CH:15]=[CH:16][C:11]3=[N:10][CH:9]=2)=[CH:4][CH:3]=1. The catalyst class is: 18. (3) Reactant: [Cl:1][C:2]1[CH:7]=[C:6]([C:8]#[C:9][Si](C)(C)C)[CH:5]=[CH:4][N:3]=1.CCCC[N+](CCCC)(CCCC)CCCC.[F-].[NH4+].[Cl-]. The catalyst class is: 1. Product: [Cl:1][C:2]1[CH:7]=[C:6]([C:8]#[CH:9])[CH:5]=[CH:4][N:3]=1. (4) Product: [CH3:3][C:4]1([CH3:14])[CH2:5][C:6]2[C:11](=[CH:10][CH:9]=[CH:8][CH:7]=2)[CH2:12]1. Reactant: [OH-].[K+].[CH3:3][C:4]1([CH3:14])[CH2:12][C:11]2[C:6](=[CH:7][CH:8]=[CH:9][CH:10]=2)[C:5]1=O.O.NN. The catalyst class is: 196. (5) Reactant: [CH3:1][C:2]1[O:3][CH:4]=[CH:5][C:6]=1[CH3:7].[Br:8][C:9]1[CH:16]=[CH:15][CH:14]=[CH:13][C:10]=1[CH2:11]Br. Product: [Br:8][C:9]1[CH:16]=[CH:15][CH:14]=[CH:13][C:10]=1[CH2:11][C:4]1[O:3][C:2]([CH3:1])=[C:6]([CH3:7])[CH:5]=1. The catalyst class is: 1. (6) Reactant: [CH2:1]([C:8]1[N:9]([CH3:19])[C:10]([C@@H:13]2[CH2:17][CH2:16][C@H:15]([NH2:18])[CH2:14]2)=[N:11][N:12]=1)[C:2]1[CH:7]=[CH:6][CH:5]=[CH:4][CH:3]=1.CCN(C(C)C)C(C)C.Cl[C:30]1[N:35]=[CH:34][N:33]=[C:32]2[N:36](C3CCCCO3)[N:37]=[CH:38][C:31]=12. Product: [CH2:1]([C:8]1[N:9]([CH3:19])[C:10]([C@@H:13]2[CH2:17][CH2:16][C@H:15]([NH:18][C:30]3[N:35]=[CH:34][N:33]=[C:32]4[NH:36][N:37]=[CH:38][C:31]=34)[CH2:14]2)=[N:11][N:12]=1)[C:2]1[CH:7]=[CH:6][CH:5]=[CH:4][CH:3]=1. The catalyst class is: 51. (7) Reactant: [H-].[Na+].[C:3]([O:9][C:10]([CH3:13])(C)C)(=[O:8])[CH2:4][C:5]([CH3:7])=[O:6].Cl.Cl[CH2:16][C:17]1[CH:22]=[CH:21][N:20]=[CH:19][CH:18]=1.C(=O)([O-])O.[Na+]. The catalyst class is: 9. Product: [C:5]([CH:4]([CH2:16][C:17]1[CH:22]=[CH:21][N:20]=[CH:19][CH:18]=1)[C:3]([O:9][CH2:10][CH3:13])=[O:8])(=[O:6])[CH3:7]. (8) Reactant: [F:1][C:2]1[C:3]([N+:10]([O-:12])=[O:11])=[CH:4][C:5]([CH3:9])=[C:6]([CH:8]=1)[NH2:7].[N:13]([O-])=O.[Na+]. Product: [F:1][C:2]1[CH:8]=[C:6]2[C:5]([CH:9]=[N:13][NH:7]2)=[CH:4][C:3]=1[N+:10]([O-:12])=[O:11]. The catalyst class is: 313.